Task: Predict the reaction yield, written as a fraction of the theoretical maximum amount of product (1.0 means a 100% yield; for example, 0.34 means a 34% yield).. Dataset: Reaction yield outcomes from USPTO patents with 853,638 reactions (1) The reactants are [C:1]([O:7][C:8]([CH3:11])([CH3:10])[CH3:9])(=[O:6])[CH2:2][C:3]([CH3:5])=O.Br[C:13]1[CH:14]=[C:15]([CH:18]=[CH:19][CH:20]=1)[CH:16]=O.[NH4+:21].[OH-:22]. The catalyst is CCO.C(Cl)Cl. The product is [CH3:5][C:3]1[NH:21][C:3]([CH3:5])=[C:2]([C:1]([O:7][C:8]([CH3:11])([CH3:10])[CH3:9])=[O:22])[CH:16]([C:15]2[CH:18]=[CH:19][CH:20]=[CH:13][CH:14]=2)[C:2]=1[C:1]([O:7][C:8]([CH3:11])([CH3:10])[CH3:9])=[O:6]. The yield is 0.230. (2) The reactants are [OH:1][C@H:2]1[C:6]2[N:7]=[CH:8][N:9]=[C:10]([N:11]3[CH2:16][CH2:15][N:14](C(OC(C)(C)C)=O)[CH2:13][C@@H:12]3[CH3:24])[C:5]=2[C@H:4]([CH3:25])[CH2:3]1.[ClH:26]. The yield is 0.990. The product is [ClH:26].[ClH:26].[CH3:25][C@H:4]1[C:5]2[C:10]([N:11]3[CH2:16][CH2:15][NH:14][CH2:13][C@@H:12]3[CH3:24])=[N:9][CH:8]=[N:7][C:6]=2[C@H:2]([OH:1])[CH2:3]1. The catalyst is C(Cl)Cl. (3) The reactants are P([O:13][CH2:14][CH2:15][C@@H:16]1[CH2:20][CH2:19][CH2:18][N:17]1[CH2:21][CH2:22][CH2:23][O:24][C:25]1[CH:34]=[C:33]2[C:28]([C:29]([NH:35][C:36]3[CH:40]=[C:39]([CH2:41][C:42]([NH:44][C:45]4[CH:50]=[CH:49][CH:48]=[C:47]([F:51])[C:46]=4[F:52])=[O:43])[NH:38][N:37]=3)=[N:30][CH:31]=[N:32]2)=[CH:27][CH:26]=1)(OC(C)(C)C)(OC(C)(C)C)=O.OCC[C@@H]1CCCN1. No catalyst specified. The product is [F:52][C:46]1[C:47]([F:51])=[CH:48][CH:49]=[CH:50][C:45]=1[NH:44][C:42](=[O:43])[CH2:41][C:39]1[NH:38][N:37]=[C:36]([NH:35][C:29]2[C:28]3[C:33](=[CH:34][C:25]([O:24][CH2:23][CH2:22][CH2:21][N:17]4[CH2:18][CH2:19][CH2:20][C@H:16]4[CH2:15][CH2:14][OH:13])=[CH:26][CH:27]=3)[N:32]=[CH:31][N:30]=2)[CH:40]=1. The yield is 0.220. (4) The reactants are [N+:1]([C:4]1[CH:5]=[CH:6][C:7]([N:10]2[CH2:15][CH2:14][O:13][CH2:12][CH2:11]2)=[N:8][CH:9]=1)([O-])=O. The catalyst is [Pd].CCO. The product is [O:13]1[CH2:14][CH2:15][N:10]([C:7]2[N:8]=[CH:9][C:4]([NH2:1])=[CH:5][CH:6]=2)[CH2:11][CH2:12]1. The yield is 0.880. (5) The reactants are Cl[C:2]1[N:7]=[C:6]([C:8]2[CH:13]=[C:12]([Cl:14])[CH:11]=[CH:10][C:9]=2[O:15][CH3:16])[N:5]=[C:4]([NH2:17])[CH:3]=1.[Br:18][C:19]1[CH:25]=[CH:24][C:22]([NH2:23])=[CH:21][CH:20]=1.CO.C(=O)([O-])[O-].[Na+].[Na+]. The catalyst is C(O)C.O. The product is [Br:18][C:19]1[CH:25]=[CH:24][C:22]([NH:23][C:2]2[CH:3]=[C:4]([NH2:17])[N:5]=[C:6]([C:8]3[CH:13]=[C:12]([Cl:14])[CH:11]=[CH:10][C:9]=3[O:15][CH3:16])[N:7]=2)=[CH:21][CH:20]=1. The yield is 0.420.